Dataset: NCI-60 drug combinations with 297,098 pairs across 59 cell lines. Task: Regression. Given two drug SMILES strings and cell line genomic features, predict the synergy score measuring deviation from expected non-interaction effect. Drug 1: COC1=C(C=C2C(=C1)N=CN=C2NC3=CC(=C(C=C3)F)Cl)OCCCN4CCOCC4. Drug 2: C1=CN(C=N1)CC(O)(P(=O)(O)O)P(=O)(O)O. Cell line: KM12. Synergy scores: CSS=12.1, Synergy_ZIP=-8.28, Synergy_Bliss=-16.4, Synergy_Loewe=-9.72, Synergy_HSA=-9.66.